Dataset: Experimentally validated miRNA-target interactions with 360,000+ pairs, plus equal number of negative samples. Task: Binary Classification. Given a miRNA mature sequence and a target amino acid sequence, predict their likelihood of interaction. (1) The miRNA is rno-miR-200c-3p with sequence UAAUACUGCCGGGUAAUGAUG. The protein sequence of the target gene is MVSLPPPQSDVTLPGPTRLEGERQGDLMQAPGLPGSPAPQSKHAGFSCSSFVSDGPPERTPSLPPHSPRIASPGPEQVQGHCPAGPGPGPFRLSPSDKYPGFGFEEAAASSPGRFLKGSHAPFHPYKRPFHEDVFPEAETTLALKGHSFKTPGPLEAFEEIPVDVAEAEAFLPGFSAEAWCNGLPYPSQEHGPQVLGSEVKVKPPVLESGAGMFCYQPPLQHMYCSSQPPFHQYSPGGGSYPIPYLGSSHYQYQRMAPQASTDGHQPLFPKPIYSYSILIFMALKNSKTGSLPVSEIYNF.... Result: 0 (no interaction). (2) The miRNA is mmu-miR-8118 with sequence GACAAACAUGACUAUGCUGACA. The protein sequence of the target gene is MSEQSKDLSDPNFAAEAPNSEVHSSPGVSEGVPPSATLAEPQSPPLGPTAAPQAAPPPQAPNDEGDPKALQQAAEEGRAHQAPSAAQPGPAPPAPAQLVQKAHELMWYVLVKDQKKMIIWFPDMVKDVIGSYKKWCRSILRRTSLILARVFGLHLRLTSLHTMEFALVKALEPEELDRVALSNRMPMTGLLLMILSLIYVKGRGARESAVWNVLRILGLRPWKKHSTFGDVRKLITEEFVQMNYLKYQRVPYVEPPEYEFFWGSRASREITKMQIMEFLARVFKKDPQAWPSRYREALEE.... Result: 0 (no interaction). (3) The miRNA is hsa-miR-500a-5p with sequence UAAUCCUUGCUACCUGGGUGAGA. The protein sequence of the target gene is MAGGRCGPQLTALLAAWIAAVAATAGPEEAALPPEQSRVQPMTASNWTLVMEGEWMLKFYAPWCPSCQQTDSEWEAFAKNGEILQISVGKVDVIQEPGLSGRFFVTTLPAFFHAKDGIFRRYRGPGIFEDLQNYILEKKWQSVEPLTGWKSPASLTMSGMAGLFSISGKIWHLHNYFTVTLGIPAWCSYVFFVIATLVFGLFMGLVLVVISECFYVPLPRHLSERSEQNRRSEEAHRAEQLQDAEEEKDDSNEEENKDSLVDDEEEKEDLGDEDEAEEEEEEDNLAAGVDEERSEANDQG.... Result: 1 (interaction). (4) The miRNA is hsa-miR-550a-5p with sequence AGUGCCUGAGGGAGUAAGAGCCC. The protein sequence of the target gene is MAETVADTRRLITKPQNLNDAYGPPSNFLEIDVSNPQTVGVGRGRFTTYEIRVKTNLPIFKLKESTVRRRYSDFEWLRSELERESKVVVPPLPGKAFLRQLPFRGDDGIFDDNFIEERKQGLEQFINKVAGHPLAQNERCLHMFLQDEIIDKSYTPSKIRHA. Result: 0 (no interaction).